This data is from NCI-60 drug combinations with 297,098 pairs across 59 cell lines. The task is: Regression. Given two drug SMILES strings and cell line genomic features, predict the synergy score measuring deviation from expected non-interaction effect. Drug 1: CCN(CC)CCCC(C)NC1=C2C=C(C=CC2=NC3=C1C=CC(=C3)Cl)OC. Drug 2: CC1C(C(CC(O1)OC2CC(CC3=C2C(=C4C(=C3O)C(=O)C5=C(C4=O)C(=CC=C5)OC)O)(C(=O)CO)O)N)O.Cl. Cell line: SN12C. Synergy scores: CSS=39.2, Synergy_ZIP=-3.71, Synergy_Bliss=-5.03, Synergy_Loewe=-9.99, Synergy_HSA=-4.19.